From a dataset of Reaction yield outcomes from USPTO patents with 853,638 reactions. Predict the reaction yield, written as a fraction of the theoretical maximum amount of product (1.0 means a 100% yield; for example, 0.34 means a 34% yield). (1) The reactants are [Cl:1][C:2]1[N:10]=[CH:9][C:8]([Cl:11])=[CH:7][C:3]=1[C:4]([OH:6])=[O:5].[C:12](Cl)(=O)C(Cl)=O.CN(C)C=O. The catalyst is C(Cl)Cl.C(OCC)(=O)C. The product is [Cl:1][C:2]1[N:10]=[CH:9][C:8]([Cl:11])=[CH:7][C:3]=1[C:4]([O:6][CH3:12])=[O:5]. The yield is 0.920. (2) The reactants are [NH2:1][C:2]1[C:7]([NH2:8])=[CH:6][C:5]([C:9]2[CH:10]=[N:11][C:12]([C:15]([OH:18])([CH3:17])[CH3:16])=[N:13][CH:14]=2)=[C:4]([F:19])[C:3]=1[CH:20]1[CH2:24][CH2:23][CH2:22][O:21]1.O1CCOCC1.[CH2:31]([NH:33][C:34]([NH:36][C:37](SC)=NC(=O)NCC)=[O:35])[CH3:32].C([O-])(O)=O.[Na+]. The catalyst is OS(O)(=O)=O. The product is [CH2:31]([NH:33][C:34]([NH:36][C:37]1[NH:1][C:2]2[C:3]([CH:20]3[CH2:24][CH2:23][CH2:22][O:21]3)=[C:4]([F:19])[C:5]([C:9]3[CH:10]=[N:11][C:12]([C:15]([OH:18])([CH3:16])[CH3:17])=[N:13][CH:14]=3)=[CH:6][C:7]=2[N:8]=1)=[O:35])[CH3:32]. The yield is 0.940. (3) The reactants are Br[C:2]1[CH:11]=[C:10]2[C:5]([CH:6]=[C:7]([NH:12][C:13]([CH:15]3[CH2:17][CH2:16]3)=[O:14])[N:8]=[CH:9]2)=[CH:4][CH:3]=1.[CH3:18][C:19]1[CH:24]=[CH:23][C:22]([CH3:25])=[CH:21][C:20]=1B(O)O.C(=O)([O-])[O-].[Na+].[Na+]. The catalyst is CC(P(C(C)(C)C)C1C=CC(N(C)C)=CC=1)(C)C.CC(P(C(C)(C)C)C1C=CC(N(C)C)=CC=1)(C)C.Cl[Pd]Cl.C(#N)C. The product is [CH3:18][C:19]1[CH:24]=[CH:23][C:22]([CH3:25])=[CH:21][C:20]=1[C:2]1[CH:11]=[C:10]2[C:5]([CH:6]=[C:7]([NH:12][C:13]([CH:15]3[CH2:17][CH2:16]3)=[O:14])[N:8]=[CH:9]2)=[CH:4][CH:3]=1. The yield is 0.790. (4) The reactants are [C:1]([O:5][C:6]([N:8]1[CH2:12][CH:11]([OH:13])[CH2:10][CH:9]1[C:14](=[O:26])[NH:15][C:16]1([C:21]([O:23][CH2:24][CH3:25])=[O:22])[CH2:18][CH:17]1[CH:19]=[CH2:20])=[O:7])([CH3:4])([CH3:3])[CH3:2].[N+:27]([C:30]1[CH:38]=[CH:37][C:33]([C:34](O)=[O:35])=[CH:32][CH:31]=1)([O-:29])=[O:28].C1C=CC(P(C2C=CC=CC=2)C2C=CC=CC=2)=CC=1. The catalyst is C1COCC1. The product is [C:1]([O:5][C:6]([N:8]1[CH2:12][CH:11]([O:13][C:34](=[O:35])[C:33]2[CH:32]=[CH:31][C:30]([N+:27]([O-:29])=[O:28])=[CH:38][CH:37]=2)[CH2:10][CH:9]1[C:14](=[O:26])[NH:15][C:16]1([C:21]([O:23][CH2:24][CH3:25])=[O:22])[CH2:18][CH:17]1[CH:19]=[CH2:20])=[O:7])([CH3:4])([CH3:2])[CH3:3]. The yield is 0.720. (5) The reactants are [Br:1][C:2]1[CH:9]=[C:8]([F:10])[C:5]([CH2:6][OH:7])=[C:4]([F:11])[CH:3]=1.C(N(CC)CC)C. The catalyst is C(Cl)Cl.CS(C)=O.CCOCC. The product is [Br:1][C:2]1[CH:3]=[C:4]([F:11])[C:5]([CH:6]=[O:7])=[C:8]([F:10])[CH:9]=1. The yield is 0.840. (6) The reactants are [CH3:1][C:2]1[C:6]([CH2:7][N:8]2[CH:12]=[C:11]([N:13]3[C:17](=[O:18])[CH2:16][NH:15][C:14]3=[O:19])[CH:10]=[N:9]2)=[C:5]([CH3:20])[O:4][N:3]=1.Cl.[CH3:22][O:23][C:24]1[C:25]([CH2:32]Cl)=[N:26][CH:27]=[CH:28][C:29]=1[O:30][CH3:31]. No catalyst specified. The product is [CH3:22][O:23][C:24]1[C:25]([CH2:32][N:15]2[CH2:16][C:17](=[O:18])[N:13]([C:11]3[CH:10]=[N:9][N:8]([CH2:7][C:6]4[C:2]([CH3:1])=[N:3][O:4][C:5]=4[CH3:20])[CH:12]=3)[C:14]2=[O:19])=[N:26][CH:27]=[CH:28][C:29]=1[O:30][CH3:31]. The yield is 0.260.